From a dataset of Forward reaction prediction with 1.9M reactions from USPTO patents (1976-2016). Predict the product of the given reaction. Given the reactants C(OC([N:8]1[CH2:13][CH2:12][N:11]([C:14]([C@H:16]2[CH2:21][CH2:20][C@H:19]([CH2:22][N:23]3[C:32](=[O:33])[C:31]4[C:26](=[CH:27][CH:28]=[CH:29][CH:30]=4)[NH:25][C:24]3=[O:34])[CH2:18][CH2:17]2)=[O:15])[CH2:10][CH2:9]1)=O)(C)(C)C.C(Cl)Cl, predict the reaction product. The product is: [N:11]1([C:14]([C@H:16]2[CH2:21][CH2:20][C@H:19]([CH2:22][N:23]3[C:32](=[O:33])[C:31]4[C:26](=[CH:27][CH:28]=[CH:29][CH:30]=4)[NH:25][C:24]3=[O:34])[CH2:18][CH2:17]2)=[O:15])[CH2:10][CH2:9][NH:8][CH2:13][CH2:12]1.